From a dataset of Peptide-MHC class I binding affinity with 185,985 pairs from IEDB/IMGT. Regression. Given a peptide amino acid sequence and an MHC pseudo amino acid sequence, predict their binding affinity value. This is MHC class I binding data. (1) The peptide sequence is CMTSCCSCLK. The MHC is HLA-A31:01 with pseudo-sequence HLA-A31:01. The binding affinity (normalized) is 0.382. (2) The peptide sequence is ETKLGKAGY. The MHC is HLA-A02:01 with pseudo-sequence HLA-A02:01. The binding affinity (normalized) is 0.